This data is from Reaction yield outcomes from USPTO patents with 853,638 reactions. The task is: Predict the reaction yield, written as a fraction of the theoretical maximum amount of product (1.0 means a 100% yield; for example, 0.34 means a 34% yield). (1) The reactants are [Br:1][C:2]1[CH:7]=[CH:6][C:5]([O:8][CH3:9])=[CH:4][C:3]=1I.C(N(CC)CC)C.[CH2:18]([SH:25])[C:19]1[CH:24]=[CH:23][CH:22]=[CH:21][CH:20]=1. The catalyst is CN(C)C=O.C(OCC)(=O)C.C1C=CC(/C=C/C(/C=C/C2C=CC=CC=2)=O)=CC=1.C1C=CC(/C=C/C(/C=C/C2C=CC=CC=2)=O)=CC=1.[Pd].C1(P(C2C=CC=CC=2)[C-]2C=CC=C2)C=CC=CC=1.[C-]1(P(C2C=CC=CC=2)C2C=CC=CC=2)C=CC=C1.[Fe+2]. The product is [CH2:18]([S:25][C:3]1[CH:4]=[C:5]([O:8][CH3:9])[CH:6]=[CH:7][C:2]=1[Br:1])[C:19]1[CH:24]=[CH:23][CH:22]=[CH:21][CH:20]=1. The yield is 1.00. (2) The reactants are [Br:1][C:2]1[C:7]([N+:8]([O-])=O)=[CH:6][C:5]([CH3:11])=[CH:4][N:3]=1. The catalyst is CC(O)=O.CCOC(C)=O.[Fe]. The product is [Br:1][C:2]1[C:7]([NH2:8])=[CH:6][C:5]([CH3:11])=[CH:4][N:3]=1. The yield is 0.863.